Dataset: Forward reaction prediction with 1.9M reactions from USPTO patents (1976-2016). Task: Predict the product of the given reaction. (1) Given the reactants Br[C:2]1[CH:11]=[CH:10][C:9]2[C:4](=[CH:5][C:6]([F:12])=[CH:7][CH:8]=2)[C:3]=1[CH:13]=[O:14].[CH2:15]([Sn](CC)(CC)CC)[CH3:16].O, predict the reaction product. The product is: [CH2:15]([C:2]1[CH:11]=[CH:10][C:9]2[C:4](=[CH:5][C:6]([F:12])=[CH:7][CH:8]=2)[C:3]=1[CH:13]=[O:14])[CH3:16]. (2) The product is: [C:1]([O:5][C:6]([N:8]1[CH2:12][CH:11]([OH:26])[CH2:10][CH:9]1[CH2:13][O:14][CH3:15])=[O:7])([CH3:4])([CH3:3])[CH3:2]. Given the reactants [C:1]([O:5][C:6]([N:8]1[CH2:12][CH2:11][CH2:10][C:9]1(OCC1C=CC=CC=1)[CH2:13][O:14][CH3:15])=[O:7])([CH3:4])([CH3:3])[CH3:2].C(OCC)(=[O:26])C, predict the reaction product. (3) Given the reactants [Cl:1][C:2]1[CH:30]=[CH:29][CH:28]=[CH:27][C:3]=1[O:4][CH2:5][C:6]1[CH:11]=[CH:10][CH:9]=[C:8]([O:12][CH2:13][CH:14]2[CH2:19][CH2:18][N:17](C(OC(C)(C)C)=O)[CH2:16][CH2:15]2)[CH:7]=1.Cl, predict the reaction product. The product is: [ClH:1].[Cl:1][C:2]1[CH:30]=[CH:29][CH:28]=[CH:27][C:3]=1[O:4][CH2:5][C:6]1[CH:11]=[CH:10][CH:9]=[C:8]([O:12][CH2:13][CH:14]2[CH2:15][CH2:16][NH:17][CH2:18][CH2:19]2)[CH:7]=1. (4) Given the reactants [CH3:1][O:2][C:3](=[O:27])/[CH:4]=[CH:5]/[C:6]1[CH:7]=[C:8]2[C:23](=[CH:24][CH:25]=1)[O:22][C:11]1([CH2:14][N:13]([C:15]([O:17][C:18](C)(C)[CH3:19])=[O:16])[CH2:12]1)[CH2:10][C:9]2=[O:26].ClC(OCC)=O.CCN(C(C)C)C(C)C, predict the reaction product. The product is: [CH3:1][O:2][C:3](=[O:27])/[CH:4]=[CH:5]/[C:6]1[CH:7]=[C:8]2[C:23](=[CH:24][CH:25]=1)[O:22][C:11]1([CH2:14][N:13]([C:15]([O:17][CH2:18][CH3:19])=[O:16])[CH2:12]1)[CH2:10][C:9]2=[O:26]. (5) Given the reactants [Li][CH2:2][CH2:3][CH2:4][CH3:5].CC1[O:8][CH:9]=[CH:10][CH:11]=1.C1[O:14]C1.[Cl-].[NH4+], predict the reaction product. The product is: [CH3:5][C:4]1[O:8][C:9]([CH2:10][CH2:11][OH:14])=[CH:2][CH:3]=1. (6) Given the reactants [Cl:1][C:2]1[CH:21]=[CH:20][C:19]([C:22]2[C:27]([C:28]#[N:29])=[N:26][CH:25]=[CH:24][N:23]=2)=[CH:18][C:3]=1[C:4]([NH:6][CH2:7][C:8]12[CH2:17][CH:12]3[CH2:13][CH:14]([CH2:16][CH:10]([CH2:11]3)[CH2:9]1)[CH2:15]2)=[O:5].[N:30]([Si](C)(C)C)=[N+:31]=[N-:32].C([Sn](=O)CCCC)CCC, predict the reaction product. The product is: [Cl:1][C:2]1[CH:21]=[CH:20][C:19]([C:22]2[C:27]([C:28]3[NH:32][N:31]=[N:30][N:29]=3)=[N:26][CH:25]=[CH:24][N:23]=2)=[CH:18][C:3]=1[C:4]([NH:6][CH2:7][C:8]12[CH2:9][CH:10]3[CH2:16][CH:14]([CH2:13][CH:12]([CH2:11]3)[CH2:17]1)[CH2:15]2)=[O:5].